Dataset: Catalyst prediction with 721,799 reactions and 888 catalyst types from USPTO. Task: Predict which catalyst facilitates the given reaction. Reactant: [F:1][C:2]1[C:31]([F:32])=[CH:30][CH:29]=[CH:28][C:3]=1[CH2:4][NH:5][C:6]1[C:11]([C:12]([NH2:14])=[O:13])=[CH:10][N:9]=[C:8]([NH:15][C:16]2[CH:21]=[CH:20][C:19]([CH:22]3[CH2:27][CH2:26][NH:25][CH2:24][CH2:23]3)=[CH:18][CH:17]=2)[CH:7]=1.CCN(C(C)C)C(C)C.Br[CH2:43][CH2:44][F:45]. Product: [F:1][C:2]1[C:31]([F:32])=[CH:30][CH:29]=[CH:28][C:3]=1[CH2:4][NH:5][C:6]1[C:11]([C:12]([NH2:14])=[O:13])=[CH:10][N:9]=[C:8]([NH:15][C:16]2[CH:17]=[CH:18][C:19]([CH:22]3[CH2:23][CH2:24][N:25]([CH2:43][CH2:44][F:45])[CH2:26][CH2:27]3)=[CH:20][CH:21]=2)[CH:7]=1. The catalyst class is: 37.